This data is from Reaction yield outcomes from USPTO patents with 853,638 reactions. The task is: Predict the reaction yield, written as a fraction of the theoretical maximum amount of product (1.0 means a 100% yield; for example, 0.34 means a 34% yield). (1) The reactants are [C:1]([C:5]1[CH:6]=[C:7]([NH2:17])[N:8]([C:10]2[CH:15]=[CH:14][C:13]([CH3:16])=[CH:12][CH:11]=2)[N:9]=1)([CH3:4])([CH3:3])[CH3:2].[OH-].[Na+].[Cl:20][C:21]([Cl:28])([Cl:27])[CH2:22][O:23][C:24](Cl)=[O:25]. The catalyst is O.C(OCC)(=O)C. The product is [Cl:20][C:21]([Cl:28])([Cl:27])[CH2:22][O:23][C:24](=[O:25])[NH:17][C:7]1[N:8]([C:10]2[CH:11]=[CH:12][C:13]([CH3:16])=[CH:14][CH:15]=2)[N:9]=[C:5]([C:1]([CH3:4])([CH3:3])[CH3:2])[CH:6]=1. The yield is 0.990. (2) The reactants are Br[C:2]1[CH:3]=[C:4]2[C:8](=[C:9]([C:11]([NH2:13])=[O:12])[CH:10]=1)[NH:7][CH:6]=[C:5]2[CH:14]1[CH2:19][CH2:18][N:17]([S:20]([CH2:23][CH3:24])(=[O:22])=[O:21])[CH2:16][CH2:15]1.CC1(C)C(C)(C)OB([C:33]2[CH:34]=[C:35]([CH2:39][NH:40][CH2:41][CH2:42][C:43]#[N:44])[CH:36]=[N:37][CH:38]=2)O1.O1CCOCC1.C(=O)([O-])[O-].[K+].[K+]. The catalyst is O.CN(C[C]1[C-][CH][CH][CH]1)C.C1[C@H]2CC(PC3[C@H]4C[C@H](CC4)C3)[C@H](C2)C1.[CH]1[CH][CH][CH][CH]1.Cl[Pd+].[Fe].CO. The product is [C:43]([CH2:42][CH2:41][NH:40][CH2:39][C:35]1[CH:34]=[C:33]([C:2]2[CH:3]=[C:4]3[C:8](=[C:9]([C:11]([NH2:13])=[O:12])[CH:10]=2)[NH:7][CH:6]=[C:5]3[CH:14]2[CH2:15][CH2:16][N:17]([S:20]([CH2:23][CH3:24])(=[O:22])=[O:21])[CH2:18][CH2:19]2)[CH:38]=[N:37][CH:36]=1)#[N:44]. The yield is 0.174.